Predict the reactants needed to synthesize the given product. From a dataset of Full USPTO retrosynthesis dataset with 1.9M reactions from patents (1976-2016). (1) Given the product [Cl:25][C:26]1[CH:31]=[CH:30][C:29]([C:32]2[N:33]=[C:34]3[CH:39]=[CH:38][CH:37]=[CH:36][N:35]3[C:40]=2[CH2:41][C:48]2[N:44]([CH3:43])[N:45]=[CH:46][N:47]=2)=[CH:28][CH:27]=1, predict the reactants needed to synthesize it. The reactants are: FC1C=CC2N(C(CC3N(C)C=CN=3)=C(C3C=CC(F)=CC=3)N=2)C=1.[Cl:25][C:26]1[CH:31]=[CH:30][C:29]([C:32]2[N:33]=[C:34]3[CH:39]=[CH:38][CH:37]=[CH:36][N:35]3[C:40]=2[CH:41]=O)=[CH:28][CH:27]=1.[CH3:43][N:44]1[CH:48]=[N:47][CH:46]=[N:45]1. (2) Given the product [F:19][C:2]([F:1])([F:18])[C:3]([C:5]1[CH:10]=[CH:9][CH:8]=[C:7]([CH:11]2[CH2:16][CH2:15][N:14]([CH2:27][CH2:28][O:29][CH3:30])[CH2:13][CH2:12]2)[C:6]=1[F:17])=[O:4], predict the reactants needed to synthesize it. The reactants are: [F:1][C:2]([F:19])([F:18])[C:3]([C:5]1[CH:10]=[CH:9][CH:8]=[C:7]([CH:11]2[CH2:16][CH2:15][NH:14][CH2:13][CH2:12]2)[C:6]=1[F:17])=[O:4].C(=O)([O-])[O-].[K+].[K+].Br[CH2:27][CH2:28][O:29][CH3:30].CS(OC1C=CC=C(C2CCNCC2)C=1F)(=O)=O. (3) Given the product [Cl:1][C:2]1[CH:32]=[C:31]([F:33])[CH:30]=[CH:29][C:3]=1[CH2:4][NH:5][C:6]1[S:7][C:8](=[CH:12][C:13]2[N:14]=[C:15]3[C:20](=[CH:21][CH:22]=2)[N:19]=[CH:18][C:17]([C:23]#[N:24])=[CH:16]3)[C:9](=[O:11])[N:10]=1, predict the reactants needed to synthesize it. The reactants are: [Cl:1][C:2]1[CH:32]=[C:31]([F:33])[CH:30]=[CH:29][C:3]=1[CH2:4][NH:5][C:6]1[S:7][C:8](=[CH:12][C:13]2[N:14]=[C:15]3[C:20](=[CH:21][CH:22]=2)[N:19]=[CH:18][C:17]([C:23]#[N:24])=[C:16]3OC(C)C)[C:9](=[O:11])[N:10]=1.C(O[Na])(C)=O.C(C1N=C2C(=CC=1)N=CC(C#N)=C2)=O. (4) The reactants are: [C:1]([O-:6])(=[O:5])[C:2]([CH3:4])=[CH2:3].[C:7]([O:12][CH2:13][CH2:14][OH:15])(=[O:11])[C:8]([CH3:10])=[CH2:9].[C:16]([O:21][CH3:22])(=[O:20])[C:17]([CH3:19])=[CH2:18].N(C(C)(C)C#N)=NC(C)(C)C#N. Given the product [C:1]([O-:6])(=[O:5])[C:2]([CH3:4])=[CH2:3].[C:7]([O:12][CH2:13][CH2:14][OH:15])(=[O:11])[C:8]([CH3:10])=[CH2:9].[C:16]([O:21][CH3:22])(=[O:20])[C:17]([CH3:19])=[CH2:18], predict the reactants needed to synthesize it. (5) Given the product [Br:1][C:2]1[CH:3]=[C:4]([C:12](=[O:14])[CH3:13])[CH:5]=[C:6]([C:8]([F:10])([F:11])[F:9])[CH:7]=1, predict the reactants needed to synthesize it. The reactants are: [Br:1][C:2]1[CH:3]=[C:4]([CH:12]([OH:14])[CH3:13])[CH:5]=[C:6]([C:8]([F:11])([F:10])[F:9])[CH:7]=1.ClC1C=C(C=C(C(F)(F)F)C=1)C=O. (6) Given the product [OH:18][CH2:17][CH2:16][CH2:15][NH:14][C:7](=[O:4])[N:9]([CH2:12][CH3:13])[CH2:10][CH3:11], predict the reactants needed to synthesize it. The reactants are: CN(C)C(Cl)=[O:4].[CH2:7]([N:9]([CH2:12][CH3:13])[CH2:10][CH3:11])C.[NH2:14][CH2:15][CH2:16][CH2:17][OH:18]. (7) Given the product [F:1][C:2]1[C:10]2[C:5](=[CH:6][CH:7]=[C:8]([CH:11]3[CH2:16][CH2:15][N:14]([CH2:17][CH2:18][NH:19][CH3:20])[CH2:13][CH2:12]3)[CH:9]=2)[NH:4][C:3]=1[C:28]1[CH:33]=[CH:32][CH:31]=[CH:30][C:29]=1[O:34][CH3:35], predict the reactants needed to synthesize it. The reactants are: [F:1][C:2]1[C:10]2[C:5](=[CH:6][CH:7]=[C:8]([CH:11]3[CH2:16][CH2:15][N:14]([CH2:17][CH2:18][N:19](C)[C:20](=O)OC(C)(C)C)[CH2:13][CH2:12]3)[CH:9]=2)[NH:4][C:3]=1[C:28]1[CH:33]=[CH:32][CH:31]=[CH:30][C:29]=1[O:34][CH3:35].C(O)(C(F)(F)F)=O.